Dataset: Full USPTO retrosynthesis dataset with 1.9M reactions from patents (1976-2016). Task: Predict the reactants needed to synthesize the given product. (1) Given the product [Cl:21][C:22]1[CH:28]=[C:27]([Cl:29])[CH:26]=[CH:25][C:23]=1[NH:24][C:2]1[C:3]2[CH2:13][N:12]([C:14]([O:16][C:17]([CH3:20])([CH3:19])[CH3:18])=[O:15])[CH2:11][CH2:10][C:4]=2[N:5]=[C:6]([S:8][CH3:9])[N:7]=1, predict the reactants needed to synthesize it. The reactants are: Cl[C:2]1[C:3]2[CH2:13][N:12]([C:14]([O:16][C:17]([CH3:20])([CH3:19])[CH3:18])=[O:15])[CH2:11][CH2:10][C:4]=2[N:5]=[C:6]([S:8][CH3:9])[N:7]=1.[Cl:21][C:22]1[CH:28]=[C:27]([Cl:29])[CH:26]=[CH:25][C:23]=1[NH2:24].C[Si]([N-][Si](C)(C)C)(C)C.[Na+]. (2) Given the product [CH2:33]([NH:25][C:13]1[S:14][C@H:15]2[O:16][C@H:17]([C@:18]([OH:24])([CH3:23])[C:19]([F:22])([F:21])[F:20])[C@@H:9]([OH:8])[C@H:10]([F:35])[C@H:11]2[N:12]=1)[CH3:34], predict the reactants needed to synthesize it. The reactants are: C([O:8][C@@H:9]1[C@@H:17]([C@:18]([OH:24])([CH3:23])[C:19]([F:22])([F:21])[F:20])[O:16][C@H:15]2[C@H:11]([N:12]=[C:13]([N:25]([CH2:33][CH3:34])C(=O)OC(C)(C)C)[S:14]2)[C@H:10]1[F:35])C1C=CC=CC=1.B(Cl)(Cl)Cl. (3) Given the product [NH2:7][C@@H:8]([CH3:19])[C@@H:9]([C:10]1[CH:15]=[CH:14][CH:13]=[C:12]([O:16][CH3:17])[CH:11]=1)[OH:18], predict the reactants needed to synthesize it. The reactants are: C(OC(=O)[NH:7][C@@H:8]([CH3:19])[C@H:9]([OH:18])[C:10]1[CH:15]=[CH:14][CH:13]=[C:12]([O:16][CH3:17])[CH:11]=1)(C)(C)C.O.C(O)(C(F)(F)F)=O. (4) Given the product [CH3:14][S:15][C:16]1[C:20]([C:21]#[N:22])=[C:19]([NH:1][C:2]2[CH:7]=[CH:6][N:5]=[CH:4][CH:3]=2)[S:18][N:17]=1, predict the reactants needed to synthesize it. The reactants are: [NH2:1][C:2]1[CH:7]=[CH:6][N:5]=[CH:4][CH:3]=1.CC(C)([O-])C.[K+].[CH3:14][S:15][C:16]1[C:20]([C:21]#[N:22])=[C:19](SC)[S:18][N:17]=1.[Cl-].[NH4+]. (5) The reactants are: [NH2:1][CH2:2][CH2:3][O:4][C:5]1[CH:6]=[C:7]2[C:12](=[CH:13][CH:14]=1)[N:11]=[C:10]([NH:15][CH3:16])[N:9]=[CH:8]2.CS(C)=O.C(N(CC)C(C)C)(C)C.[C:30]([C:32]1[CH:33]=[N:34][C:35](F)=[C:36]([CH:49]=1)[C:37]([NH:39][C@H:40]([C:42]1[CH:47]=[CH:46][C:45]([F:48])=[CH:44][CH:43]=1)[CH3:41])=[O:38])#[N:31]. Given the product [C:30]([C:32]1[CH:33]=[N:34][C:35]([NH:1][CH2:2][CH2:3][O:4][C:5]2[CH:6]=[C:7]3[C:12](=[CH:13][CH:14]=2)[N:11]=[C:10]([NH:15][CH3:16])[N:9]=[CH:8]3)=[C:36]([CH:49]=1)[C:37]([NH:39][C@H:40]([C:42]1[CH:47]=[CH:46][C:45]([F:48])=[CH:44][CH:43]=1)[CH3:41])=[O:38])#[N:31], predict the reactants needed to synthesize it. (6) Given the product [CH2:1]([O:8][C:9]1[CH:14]=[C:13](/[CH:15]=[CH:16]/[C@@H:17]2[CH2:26][C:25]3[C:20](=[CH:21][CH:22]=[CH:23][CH:24]=3)[CH2:19][N:18]2[S:27]([CH3:30])(=[O:29])=[O:28])[CH:12]=[CH:11][C:10]=1[N:31]1[S:35](=[O:36])(=[O:37])[NH:34][C:33](=[O:44])[CH2:32]1)[C:2]1[CH:3]=[CH:4][CH:5]=[CH:6][CH:7]=1, predict the reactants needed to synthesize it. The reactants are: [CH2:1]([O:8][C:9]1[CH:14]=[C:13](/[CH:15]=[CH:16]/[C@@H:17]2[CH2:26][C:25]3[C:20](=[CH:21][CH:22]=[CH:23][CH:24]=3)[CH2:19][N:18]2[S:27]([CH3:30])(=[O:29])=[O:28])[CH:12]=[CH:11][C:10]=1[N:31]1[S:35](=[O:37])(=[O:36])[N:34](CC[Si](C)(C)C)[C:33](=[O:44])[CH2:32]1)[C:2]1[CH:7]=[CH:6][CH:5]=[CH:4][CH:3]=1.[F-].[Cs+]. (7) Given the product [CH2:1]([O:8][C:9]([N:11]1[CH2:12][CH2:13][CH:14]([C:17]2[CH:18]=[C:19]([CH2:23][C:24]([OH:27])=[O:25])[CH:20]=[CH:21][CH:22]=2)[CH2:15][CH2:16]1)=[O:10])[C:2]1[CH:7]=[CH:6][CH:5]=[CH:4][CH:3]=1, predict the reactants needed to synthesize it. The reactants are: [CH2:1]([O:8][C:9]([N:11]1[CH2:16][CH2:15][CH:14]([C:17]2[CH:18]=[C:19]([CH2:23][CH:24]=[O:25])[CH:20]=[CH:21][CH:22]=2)[CH2:13][CH2:12]1)=[O:10])[C:2]1[CH:7]=[CH:6][CH:5]=[CH:4][CH:3]=1.P([O-])(O)(O)=[O:27].[Na+].Cl([O-])=O.[Na+]. (8) Given the product [NH2:14][CH:15]1[CH2:23][C:22]2[C:17](=[CH:18][CH:19]=[C:20]([O:24][C:25]3[CH:30]=[CH:29][C:28]([C:31]([NH2:32])=[O:33])=[CH:27][N:26]=3)[CH:21]=2)[CH2:16]1, predict the reactants needed to synthesize it. The reactants are: C(O)(C(F)(F)F)=O.C(OC(=O)[NH:14][CH:15]1[CH2:23][C:22]2[C:17](=[CH:18][CH:19]=[C:20]([O:24][C:25]3[CH:30]=[CH:29][C:28]([C:31](=[O:33])[NH2:32])=[CH:27][N:26]=3)[CH:21]=2)[CH2:16]1)(C)(C)C.